From a dataset of Forward reaction prediction with 1.9M reactions from USPTO patents (1976-2016). Predict the product of the given reaction. Given the reactants [F:1][C:2]1[C:34]([NH:35][S:36]([CH2:39][CH2:40][CH3:41])(=[O:38])=[O:37])=[CH:33][CH:32]=[C:31]([F:42])[C:3]=1[C:4]([NH:6][C:7]1[CH:8]=[C:9]2[CH:15]=[C:14]([C:16]3[CH2:17][CH2:18][NH:19][CH2:20][CH:21]=3)[N:13]([S:22]([C:25]3[CH:30]=[CH:29][CH:28]=[CH:27][CH:26]=3)(=[O:24])=[O:23])[C:10]2=[N:11][CH:12]=1)=[O:5].[CH2:43](Cl)Cl.CO.C=O.C(O[BH-](OC(=O)C)OC(=O)C)(=O)C.[Na+], predict the reaction product. The product is: [F:1][C:2]1[C:34]([NH:35][S:36]([CH2:39][CH2:40][CH3:41])(=[O:38])=[O:37])=[CH:33][CH:32]=[C:31]([F:42])[C:3]=1[C:4]([NH:6][C:7]1[CH:8]=[C:9]2[CH:15]=[C:14]([C:16]3[CH2:17][CH2:18][N:19]([CH3:43])[CH2:20][CH:21]=3)[N:13]([S:22]([C:25]3[CH:30]=[CH:29][CH:28]=[CH:27][CH:26]=3)(=[O:23])=[O:24])[C:10]2=[N:11][CH:12]=1)=[O:5].